From a dataset of CYP2D6 inhibition data for predicting drug metabolism from PubChem BioAssay. Regression/Classification. Given a drug SMILES string, predict its absorption, distribution, metabolism, or excretion properties. Task type varies by dataset: regression for continuous measurements (e.g., permeability, clearance, half-life) or binary classification for categorical outcomes (e.g., BBB penetration, CYP inhibition). Dataset: cyp2d6_veith. (1) The molecule is COc1ccc(CNC(=O)Nc2cccs2)cc1OC. The result is 0 (non-inhibitor). (2) The drug is CCS(=O)(=O)NCC(c1cccnc1)N1CCN(c2ccccc2F)CC1. The result is 0 (non-inhibitor). (3) The compound is CNC[C@H](O)c1ccc(O)cc1. The result is 0 (non-inhibitor). (4) The compound is COc1ccc(CCNC(=O)c2ccccc2NC(=O)c2ccco2)cc1OC. The result is 0 (non-inhibitor). (5) The molecule is O=C(CCNS(=O)(=O)c1cccs1)N1CCc2ccccc2C1. The result is 1 (inhibitor). (6) The drug is CSc1nc2n(n1)C(c1cc(Br)ccc1F)C(C(=O)N(C)C)=C(C)N2. The result is 0 (non-inhibitor). (7) The molecule is COc1ccc(CNc2ncnc3ccc(-c4ccc5c(c4)OCO5)cc23)c(OC)c1. The result is 1 (inhibitor). (8) The compound is O=C(N/N=C/C1CCCCC1)c1ccccn1. The result is 0 (non-inhibitor). (9) The molecule is CC(C)COP(=O)(c1ccc(N(C)C)cc1)C(O)c1ccccc1F. The result is 0 (non-inhibitor).